From a dataset of Reaction yield outcomes from USPTO patents with 853,638 reactions. Predict the reaction yield, written as a fraction of the theoretical maximum amount of product (1.0 means a 100% yield; for example, 0.34 means a 34% yield). (1) The reactants are [CH:1]([C:3]1[CH:4]=[C:5]([C:9]2[CH:14]=[CH:13][C:12]([C:15]#[N:16])=[CH:11][CH:10]=2)[CH:6]=[CH:7][CH:8]=1)=[O:2].Br[C:18]1C=CC(C#N)=CC=1C. No catalyst specified. The product is [CH:1]([C:3]1[CH:4]=[C:5]([C:9]2[CH:14]=[CH:13][C:12]([C:15]#[N:16])=[CH:11][C:10]=2[CH3:18])[CH:6]=[CH:7][CH:8]=1)=[O:2]. The yield is 0.820. (2) The reactants are [F:1][C:2]([F:16])([F:15])[C:3]1[CH:4]=[CH:5][C:6]([N:9]2[CH2:14][CH2:13][NH:12][CH2:11][CH2:10]2)=[N:7][CH:8]=1.[Cl:17][C:18]1[N:19]=[N:20][C:21](Cl)=[C:22]([CH3:25])[C:23]=1[CH3:24].C(N(CC)CC)C. The catalyst is CN1C(=O)CCC1. The product is [Cl:17][C:18]1[N:19]=[N:20][C:21]([N:12]2[CH2:11][CH2:10][N:9]([C:6]3[CH:5]=[CH:4][C:3]([C:2]([F:1])([F:15])[F:16])=[CH:8][N:7]=3)[CH2:14][CH2:13]2)=[C:22]([CH3:25])[C:23]=1[CH3:24]. The yield is 0.820. (3) The reactants are [Si]([O:8][CH:9]1[CH2:37][C:12]2[S:13][C:14]([C:16]3[C:25](OC)=[C:24]4[C:19]([C:20](=[O:36])[C:21]([C:31]([O:33][CH2:34][CH3:35])=[O:32])=[CH:22][N:23]4[CH:28]4[CH2:30][CH2:29]4)=[CH:18][CH:17]=3)=[CH:15][C:11]=2[CH2:10]1)(C(C)(C)C)(C)C.F.[NH+]1C=CC=CC=1.C1C[O:48][CH2:47]C1. The catalyst is O.C(OCC)(=O)C. The product is [CH:28]1([N:23]2[C:24]3[C:19](=[CH:18][CH:17]=[C:16]([C:14]4[S:13][C:12]5[CH2:37][CH:9]([OH:8])[CH2:10][C:11]=5[CH:15]=4)[C:25]=3[CH:47]=[O:48])[C:20](=[O:36])[C:21]([C:31]([O:33][CH2:34][CH3:35])=[O:32])=[CH:22]2)[CH2:29][CH2:30]1. The yield is 0.770. (4) The catalyst is C1COCC1.CN(C1C=CN=CC=1)C.C(Cl)Cl. The yield is 0.720. The reactants are [CH:1]1[N:5]=[C:4]([NH2:6])[S:3][CH:2]=1.[CH3:7][C:8]([O:11][C:12](O[C:12]([O:11][C:8]([CH3:10])([CH3:9])[CH3:7])=[O:13])=[O:13])([CH3:10])[CH3:9].CCN(CC)CC. The product is [S:3]1[CH:2]=[CH:1][N:5]=[C:4]1[NH:6][C:12](=[O:13])[O:11][C:8]([CH3:10])([CH3:9])[CH3:7]. (5) The reactants are [Cl:1][C:2]1[CH:17]=[CH:16][C:15]([Cl:18])=[CH:14][C:3]=1[O:4][C:5]1[N:13]=[CH:12][CH:11]=[CH:10][C:6]=1[C:7]([OH:9])=O.[Cl:19][C:20]1[C:25]([NH2:26])=[C:24]([CH3:27])[CH:23]=[CH:22][N:21]=1.[CH2:28](N(C(C)C)C(C)C)C.CN(C(ON1N=NC2C=CC=NC1=2)=[N+](C)C)C.F[P-](F)(F)(F)(F)F.[H-].[Na+].IC. The catalyst is CN(C=O)C. The product is [Cl:19][C:20]1[C:25]([N:26]([CH3:28])[C:7](=[O:9])[C:6]2[CH:10]=[CH:11][CH:12]=[N:13][C:5]=2[O:4][C:3]2[CH:14]=[C:15]([Cl:18])[CH:16]=[CH:17][C:2]=2[Cl:1])=[C:24]([CH3:27])[CH:23]=[CH:22][N:21]=1. The yield is 0.0300.